The task is: Predict the reactants needed to synthesize the given product.. This data is from Full USPTO retrosynthesis dataset with 1.9M reactions from patents (1976-2016). (1) The reactants are: ClC1N=C(Cl)C=CN=1.ClC1N=C(Cl)C=C(Cl)N=1.[Cl:18][C:19]1[N:24]=[C:23](Cl)[CH:22]=[C:21]([C:26]2[CH:31]=[CH:30][C:29]([F:32])=[CH:28][CH:27]=2)[N:20]=1.C(=O)([O-])[O-].[Cs+].[Cs+].[CH3:39][O:40][CH2:41][CH2:42][OH:43]. Given the product [Cl:18][C:19]1[N:20]=[C:21]([C:26]2[CH:31]=[CH:30][C:29]([F:32])=[CH:28][CH:27]=2)[CH:22]=[C:23]([O:43][CH2:42][CH2:41][O:40][CH3:39])[N:24]=1, predict the reactants needed to synthesize it. (2) The reactants are: [CH3:1][O:2][C:3]1[CH:22]=[CH:21][C:6]([CH2:7][C@@H:8]2[C:12]3=[N:13][C:14]4[CH:19]=[CH:18][CH:17]=[CH:16][C:15]=4[N:11]3[C:10](=[O:20])[NH:9]2)=[CH:5][CH:4]=1.Cl.Cl.[O:25]1[CH2:30][CH2:29][N:28]([CH:31]([C:34]2[CH:39]=[CH:38][CH:37]=[CH:36][CH:35]=2)[CH2:32][NH2:33])[CH2:27][CH2:26]1.C(O)(C(F)(F)F)=O. Given the product [NH:11]1[C:15]2[CH:16]=[CH:17][CH:18]=[CH:19][C:14]=2[N:13]=[C:12]1[C@H:8]([NH:9][C:10]([NH:33][CH2:32][CH:31]([N:28]1[CH2:27][CH2:26][O:25][CH2:30][CH2:29]1)[C:34]1[CH:35]=[CH:36][CH:37]=[CH:38][CH:39]=1)=[O:20])[CH2:7][C:6]1[CH:21]=[CH:22][C:3]([O:2][CH3:1])=[CH:4][CH:5]=1, predict the reactants needed to synthesize it. (3) Given the product [Br:1][C:2]1[CH:3]=[CH:4][C:5]([O:9][C:10]2[CH:15]=[CH:14][C:13]([CH3:16])=[CH:12][C:11]=2[OH:17])=[C:6]([OH:8])[CH:7]=1, predict the reactants needed to synthesize it. The reactants are: [Br:1][C:2]1[CH:3]=[CH:4][C:5]([O:9][C:10]2[CH:15]=[CH:14][C:13]([CH3:16])=[CH:12][C:11]=2[O:17]C)=[C:6]([OH:8])[CH:7]=1.B(Br)(Br)Br. (4) Given the product [CH3:28][O:27][C:24]1[CH:25]=[CH:26][C:21]([CH2:20][N:4]2[C:5]([CH:7]=[CH:8][C:9]3[N:19]=[C:12]4[C:13]([CH3:18])=[N:14][CH:15]=[C:16]([CH3:17])[N:11]4[N:10]=3)=[N:6][C:2]([N:29]3[CH2:33][CH2:32][CH2:31][CH2:30]3)=[N:3]2)=[CH:22][CH:23]=1, predict the reactants needed to synthesize it. The reactants are: Br[C:2]1[N:6]=[C:5]([CH:7]=[CH:8][C:9]2[N:19]=[C:12]3[C:13]([CH3:18])=[N:14][CH:15]=[C:16]([CH3:17])[N:11]3[N:10]=2)[N:4]([CH2:20][C:21]2[CH:26]=[CH:25][C:24]([O:27][CH3:28])=[CH:23][CH:22]=2)[N:3]=1.[NH:29]1[CH2:33][CH2:32][CH2:31][CH2:30]1. (5) Given the product [C:18]([O:17][C:15]([N:6]([CH2:13][CH2:12][C:11]#[N:14])[C@@H:5]([C:4]([O:3][CH3:2])=[O:8])[CH3:7])=[O:16])([CH3:21])([CH3:20])[CH3:19], predict the reactants needed to synthesize it. The reactants are: Cl.[CH3:2][O:3][C:4](=[O:8])[C@@H:5]([CH3:7])[NH2:6].[OH-].[Na+].[C:11](#[N:14])[CH:12]=[CH2:13].[C:15](O[C:15]([O:17][C:18]([CH3:21])([CH3:20])[CH3:19])=[O:16])([O:17][C:18]([CH3:21])([CH3:20])[CH3:19])=[O:16]. (6) The reactants are: [Br:1][C:2]1[CH:3]=[N:4][CH:5]=[C:6]([CH:10]=1)[C:7]([OH:9])=[O:8].C([N-]C(C)C)(C)C.[Li+].[Br:19]C(Cl)(Cl)C(Cl)(Cl)Br.O. Given the product [Br:19][C:10]1[C:6]([C:7]([OH:9])=[O:8])=[CH:5][N:4]=[CH:3][C:2]=1[Br:1], predict the reactants needed to synthesize it. (7) Given the product [Cl:1][C:2]1[S:6][C:5]([C:7]([NH:9][CH2:10][C:11]2[N:12]=[CH:13][N:14]([C:17]3[CH:22]=[CH:21][C:20]([N:23]4[CH:28]=[CH:27][CH:26]=[CH:25][C:24]4=[O:29])=[CH:19][C:18]=3[F:30])[CH:15]=2)=[O:8])=[CH:4][CH:3]=1, predict the reactants needed to synthesize it. The reactants are: [Cl:1][C:2]1[S:6][C:5]([C:7]([NH:9][CH2:10][C:11]2[N:12]=[CH:13][NH:14][CH:15]=2)=[O:8])=[CH:4][CH:3]=1.I[C:17]1[CH:22]=[CH:21][C:20]([N:23]2[CH:28]=[CH:27][CH:26]=[CH:25][C:24]2=[O:29])=[CH:19][C:18]=1[F:30].OC1C=CC=C2C=1N=CC=C2.C([O-])([O-])=O.[K+].[K+]. (8) Given the product [C:1]([C:5]1[CH:6]=[C:7]([N:15]2[C:19]([C:20]([CH:22]3[CH2:23][CH2:24][CH2:25][CH2:26][CH2:27]3)=[O:21])=[C:18]([CH3:28])[C:17]([C:29]([O:31][CH2:32][CH3:33])=[O:30])=[CH:16]2)[CH:8]=[C:9]([C:11]2([CH3:14])[CH2:13][CH2:12]2)[CH:10]=1)([CH3:2])([CH3:3])[CH3:4], predict the reactants needed to synthesize it. The reactants are: [C:1]([C:5]1[CH:6]=[C:7]([N:15]2[C:19]([CH:20]([CH:22]3[CH2:27][CH2:26][CH2:25][CH2:24][CH2:23]3)[OH:21])=[C:18]([CH3:28])[C:17]([C:29]([O:31][CH2:32][CH3:33])=[O:30])=[CH:16]2)[CH:8]=[C:9]([C:11]2([CH3:14])[CH2:13][CH2:12]2)[CH:10]=1)([CH3:4])([CH3:3])[CH3:2].CC(OI1(OC(C)=O)(OC(C)=O)OC(=O)C2C=CC=CC1=2)=O. (9) Given the product [CH3:32][O:33][C:7]1[CH:6]=[CH:5][C:4]([CH2:8][CH2:9][CH2:10][N:11]([CH:25]2[CH2:30][CH2:29][CH:28]([CH3:31])[CH2:27][CH2:26]2)[C:12](=[O:24])[NH:13][C:14]2[S:15][C:16]([S:19][CH2:20][C:21]([OH:23])=[O:22])=[CH:17][N:18]=2)=[CH:3][CH:2]=1, predict the reactants needed to synthesize it. The reactants are: Cl[C:2]1[CH:3]=[C:4]([CH2:8][CH2:9][CH2:10][N:11]([C@H:25]2[CH2:30][CH2:29][C@H:28]([CH3:31])[CH2:27][CH2:26]2)[C:12](=[O:24])[NH:13][C:14]2[S:15][C:16]([S:19][CH2:20][C:21]([OH:23])=[O:22])=[CH:17][N:18]=2)[CH:5]=[CH:6][CH:7]=1.[CH3:32][O:33]C1C=CC(CCC(O)=O)=CC=1.C(OC(=O)CSC1SC(N)=NC=1)C. (10) Given the product [CH3:22][Si:2]([CH3:1])([CH3:21])[CH2:3][CH2:4][O:5][C:6](=[O:20])[CH:7]([CH2:16][CH2:17][S:18][CH3:19])[NH2:8], predict the reactants needed to synthesize it. The reactants are: [CH3:1][Si:2]([CH3:22])([CH3:21])[CH2:3][CH2:4][O:5][C:6](=[O:20])[CH:7]([CH2:16][CH2:17][S:18][CH3:19])[NH:8]C(OC(C)(C)C)=O.FC(F)(F)C(O)=O.C(=O)([O-])O.[Na+].